This data is from NCI-60 drug combinations with 297,098 pairs across 59 cell lines. The task is: Regression. Given two drug SMILES strings and cell line genomic features, predict the synergy score measuring deviation from expected non-interaction effect. (1) Drug 1: C1=CC(=CC=C1CCC2=CNC3=C2C(=O)NC(=N3)N)C(=O)NC(CCC(=O)O)C(=O)O. Drug 2: CN(C)N=NC1=C(NC=N1)C(=O)N. Cell line: NCI/ADR-RES. Synergy scores: CSS=14.8, Synergy_ZIP=-2.49, Synergy_Bliss=0.410, Synergy_Loewe=-12.9, Synergy_HSA=0.224. (2) Drug 1: C1CCC(CC1)NC(=O)N(CCCl)N=O. Drug 2: C1=CC(=CC=C1C#N)C(C2=CC=C(C=C2)C#N)N3C=NC=N3. Cell line: HOP-62. Synergy scores: CSS=7.03, Synergy_ZIP=-0.842, Synergy_Bliss=2.21, Synergy_Loewe=2.08, Synergy_HSA=-0.137. (3) Drug 1: C1=CC(=CC=C1CCCC(=O)O)N(CCCl)CCCl. Drug 2: C1CNP(=O)(OC1)N(CCCl)CCCl. Cell line: MDA-MB-231. Synergy scores: CSS=17.2, Synergy_ZIP=-3.07, Synergy_Bliss=-8.83, Synergy_Loewe=-16.4, Synergy_HSA=-9.18. (4) Drug 2: C1CC(C1)(C(=O)O)C(=O)O.[NH2-].[NH2-].[Pt+2]. Drug 1: C1=CC(=C2C(=C1NCCNCCO)C(=O)C3=C(C=CC(=C3C2=O)O)O)NCCNCCO. Synergy scores: CSS=65.7, Synergy_ZIP=-0.409, Synergy_Bliss=1.20, Synergy_Loewe=-12.7, Synergy_HSA=3.00. Cell line: HCT-15.